Task: Predict the reaction yield, written as a fraction of the theoretical maximum amount of product (1.0 means a 100% yield; for example, 0.34 means a 34% yield).. Dataset: Reaction yield outcomes from USPTO patents with 853,638 reactions (1) The reactants are [O:1]1[C:5]2[CH:6]=[CH:7][CH:8]=[CH:9][C:4]=2[C:3](=O)[CH2:2]1.Cl.[CH3:12][O:13][NH2:14].C([O-])(=O)C.[Na+]. The catalyst is CO. The product is [CH3:12][O:13][N:14]=[C:3]1[C:4]2[CH:9]=[CH:8][CH:7]=[CH:6][C:5]=2[O:1][CH2:2]1. The yield is 0.892. (2) The reactants are [Cl:1][C:2]1[C:3]([C:16]2[C:24]3[C:19](=[CH:20][CH:21]=[CH:22][CH:23]=3)[N:18]([S:25]([C:28]3[CH:33]=[CH:32][CH:31]=[CH:30][CH:29]=3)(=[O:27])=[O:26])[CH:17]=2)=[N:4][C:5]([NH:8][C@@H:9]2[CH2:14][CH2:13][CH2:12][C@H:11]([NH2:15])[CH2:10]2)=[N:6][CH:7]=1.Cl.CCN(C(C)C)C(C)C.CC(O)=O.[N+:48]([C:51]1[CH:58]=[CH:57][C:54]([CH:55]=O)=[CH:53][CH:52]=1)([O-:50])=[O:49].[BH-](OC(C)=O)(OC(C)=O)OC(C)=O.[Na+].C([O-])(O)=O.[Na+]. The catalyst is ClCCCl.[Cl-].[Na+].O.C(Cl)Cl. The product is [Cl:1][C:2]1[C:3]([C:16]2[C:24]3[C:19](=[CH:20][CH:21]=[CH:22][CH:23]=3)[N:18]([S:25]([C:28]3[CH:33]=[CH:32][CH:31]=[CH:30][CH:29]=3)(=[O:27])=[O:26])[CH:17]=2)=[N:4][C:5]([NH:8][C@@H:9]2[CH2:14][CH2:13][CH2:12][C@H:11]([NH:15][CH2:55][C:54]3[CH:57]=[CH:58][C:51]([N+:48]([O-:50])=[O:49])=[CH:52][CH:53]=3)[CH2:10]2)=[N:6][CH:7]=1. The yield is 0.860. (3) The reactants are Cl[CH:2]([C:14]1[CH:19]=[CH:18][CH:17]=[CH:16][CH:15]=1)[C:3]([C:5]1[C:13]2[C:8](=[CH:9][CH:10]=[CH:11][CH:12]=2)[NH:7][CH:6]=1)=[O:4].[C:20]([O:24][CH2:25][CH2:26][O:27][C:28]1[CH:29]=[C:30]([CH:32]=[C:33]([O:35][CH3:36])[CH:34]=1)[NH2:31])([CH3:23])([CH3:22])[CH3:21].C(N(CC)CC)C. The catalyst is C(#N)C. The product is [C:20]([O:24][CH2:25][CH2:26][O:27][C:28]1[CH:29]=[C:30]([NH:31][CH:2]([C:14]2[CH:19]=[CH:18][CH:17]=[CH:16][CH:15]=2)[C:3]([C:5]2[C:13]3[C:8](=[CH:9][CH:10]=[CH:11][CH:12]=3)[NH:7][CH:6]=2)=[O:4])[CH:32]=[C:33]([O:35][CH3:36])[CH:34]=1)([CH3:23])([CH3:22])[CH3:21]. The yield is 0.260. (4) The reactants are [C:1]([O:5][C:6]([NH:8][C@@H:9]([CH2:24][C@H:25]1[CH2:30][CH2:29][CH2:28][O:27][CH2:26]1)[CH2:10][NH:11][C:12](=[O:23])OC1C=CC([N+]([O-])=O)=CC=1)=[O:7])([CH3:4])([CH3:3])[CH3:2].O[C:32](C(F)(F)F)=O.[Cl:38][C:39]1[CH:40]=[C:41]([C@@H:45]([C@@H:53]2[CH2:58][CH2:57][CH2:56][NH:55][CH2:54]2)[O:46][CH2:47][CH2:48][NH:49][C:50](=[O:52])[OH:51])[CH:42]=[CH:43][CH:44]=1. No catalyst specified. The product is [C:6]([NH:8][C@@H:9]([CH2:24][C@H:25]1[CH2:30][CH2:29][CH2:28][O:27][CH2:26]1)[CH2:10][NH:11][C:12]([N:55]1[CH2:56][CH2:57][CH2:58][C@@H:53]([C@H:45]([C:41]2[CH:42]=[CH:43][CH:44]=[C:39]([Cl:38])[CH:40]=2)[O:46][CH2:47][CH2:48][NH:49][C:50](=[O:51])[O:52][CH3:32])[CH2:54]1)=[O:23])([O:5][C:1]([CH3:2])([CH3:3])[CH3:4])=[O:7]. The yield is 0.630. (5) The reactants are [Cl:1][C:2]1[CH:3]=[C:4]([C:12]2[O:16][N:15]=[C:14]([C:17]3[C:27]4[CH2:26][CH2:25][N:24]([CH2:28][C:29]([O:31]C(C)(C)C)=[O:30])[CH2:23][CH2:22][C:21]=4[CH:20]=[CH:19][CH:18]=3)[N:13]=2)[CH:5]=[CH:6][C:7]=1[O:8][CH:9]([CH3:11])[CH3:10]. The catalyst is Cl.O1CCOCC1. The product is [ClH:1].[Cl:1][C:2]1[CH:3]=[C:4]([C:12]2[O:16][N:15]=[C:14]([C:17]3[C:27]4[CH2:26][CH2:25][N:24]([CH2:28][C:29]([OH:31])=[O:30])[CH2:23][CH2:22][C:21]=4[CH:20]=[CH:19][CH:18]=3)[N:13]=2)[CH:5]=[CH:6][C:7]=1[O:8][CH:9]([CH3:11])[CH3:10]. The yield is 0.900. (6) The reactants are [CH3:1][O:2][C:3]1[C:4]([CH:9]=O)=[N:5][CH:6]=[CH:7][N:8]=1.Cl.[O:12]1[C:16]2[C:17]([CH2:21][CH2:22][CH:23]3[CH2:28][CH2:27][NH:26][CH2:25][CH2:24]3)=[CH:18][CH:19]=[CH:20][C:15]=2[CH:14]=[CH:13]1.C(O[BH-](OC(=O)C)OC(=O)C)(=O)C.[Na+].C(=O)([O-])[O-].[Na+].[Na+]. The catalyst is C(OCC)(=O)C.O1CCCC1. The product is [O:12]1[C:16]2[C:17]([CH2:21][CH2:22][CH:23]3[CH2:28][CH2:27][N:26]([CH2:9][C:4]4[C:3]([O:2][CH3:1])=[N:8][CH:7]=[CH:6][N:5]=4)[CH2:25][CH2:24]3)=[CH:18][CH:19]=[CH:20][C:15]=2[CH:14]=[CH:13]1. The yield is 0.820. (7) The reactants are [Cl:1][C:2]1[CH:3]=[C:4]([C:8]2[C:12]([C:13]3[CH:18]=[CH:17][NH:16][C:15](=[N:19]N)[CH:14]=3)=[CH:11][NH:10][N:9]=2)[CH:5]=[CH:6][CH:7]=1.[CH2:21](N)[CH3:22]. The catalyst is C(O)C. The product is [Cl:1][C:2]1[CH:3]=[C:4]([C:8]2[C:12]([C:13]3[CH:18]=[CH:17][N:16]=[C:15]([NH:19][CH2:21][CH3:22])[CH:14]=3)=[CH:11][NH:10][N:9]=2)[CH:5]=[CH:6][CH:7]=1. The yield is 0.460. (8) The reactants are Cl.[CH3:2][C:3]1[C:7]([CH2:8][N:9]2[CH:13]=[C:12]([NH2:14])[CH:11]=[N:10]2)=[C:6]([CH3:15])[O:5][N:4]=1.[OH:16][C:17]1[C:22]([O:23][CH3:24])=[CH:21][C:20]([CH2:25][C:26](O)=[O:27])=[CH:19][C:18]=1[O:29][CH3:30].C1CN([P+](ON2N=NC3C=CC=CC2=3)(N2CCCC2)N2CCCC2)CC1.F[P-](F)(F)(F)(F)F.C(N(CC)CC)C. The catalyst is CN(C=O)C.Cl. The product is [CH3:2][C:3]1[C:7]([CH2:8][N:9]2[CH:13]=[C:12]([NH:14][C:26](=[O:27])[CH2:25][C:20]3[CH:21]=[C:22]([O:23][CH3:24])[C:17]([OH:16])=[C:18]([O:29][CH3:30])[CH:19]=3)[CH:11]=[N:10]2)=[C:6]([CH3:15])[O:5][N:4]=1. The yield is 0.290. (9) The yield is 0.540. The catalyst is O1CCOCC1.O.C1C=CC([P]([Pd]([P](C2C=CC=CC=2)(C2C=CC=CC=2)C2C=CC=CC=2)([P](C2C=CC=CC=2)(C2C=CC=CC=2)C2C=CC=CC=2)[P](C2C=CC=CC=2)(C2C=CC=CC=2)C2C=CC=CC=2)(C2C=CC=CC=2)C2C=CC=CC=2)=CC=1. The reactants are [Cl:1][C:2]1[CH:3]=[C:4]([NH:8][C:9]([CH:11]2[CH2:16][NH:15][CH2:14][CH2:13][N:12]2[C:17]2[C:18]3[N:26]=[C:25](Cl)[CH:24]=[CH:23][C:19]=3[N:20]=[CH:21][N:22]=2)=[O:10])[CH:5]=[CH:6][CH:7]=1.[CH3:28][O:29][C:30]1[CH:35]=[C:34](B2OC(C)(C)C(C)(C)O2)[CH:33]=[CH:32][C:31]=1[OH:45].C(=O)([O-])[O-].[K+].[K+]. The product is [Cl:1][C:2]1[CH:3]=[C:4]([NH:8][C:9]([CH:11]2[CH2:16][NH:15][CH2:14][CH2:13][N:12]2[C:17]2[C:18]3[N:26]=[C:25]([C:34]4[CH:33]=[CH:32][C:31]([OH:45])=[C:30]([O:29][CH3:28])[CH:35]=4)[CH:24]=[CH:23][C:19]=3[N:20]=[CH:21][N:22]=2)=[O:10])[CH:5]=[CH:6][CH:7]=1. (10) The reactants are N1C=CC=CC=1.[Cl:7][C:8]1[C:9]([O:17][CH3:18])=[CH:10][C:11]([O:15][CH3:16])=[C:12]([CH:14]=1)[NH2:13].Cl[C:20]([O:22][C:23]1[CH:28]=[CH:27][CH:26]=[CH:25][CH:24]=1)=[O:21]. The catalyst is C(Cl)Cl.Cl. The product is [Cl:7][C:8]1[C:9]([O:17][CH3:18])=[CH:10][C:11]([O:15][CH3:16])=[C:12]([NH:13][C:20](=[O:21])[O:22][C:23]2[CH:28]=[CH:27][CH:26]=[CH:25][CH:24]=2)[CH:14]=1. The yield is 0.970.